Dataset: NCI-60 drug combinations with 297,098 pairs across 59 cell lines. Task: Regression. Given two drug SMILES strings and cell line genomic features, predict the synergy score measuring deviation from expected non-interaction effect. (1) Drug 1: C1CC(=O)NC(=O)C1N2CC3=C(C2=O)C=CC=C3N. Drug 2: CN(C)N=NC1=C(NC=N1)C(=O)N. Cell line: SR. Synergy scores: CSS=19.6, Synergy_ZIP=-2.14, Synergy_Bliss=1.46, Synergy_Loewe=0.442, Synergy_HSA=3.22. (2) Drug 1: CNC(=O)C1=CC=CC=C1SC2=CC3=C(C=C2)C(=NN3)C=CC4=CC=CC=N4. Drug 2: CC1=C(C=C(C=C1)C(=O)NC2=CC(=CC(=C2)C(F)(F)F)N3C=C(N=C3)C)NC4=NC=CC(=N4)C5=CN=CC=C5. Cell line: UACC-257. Synergy scores: CSS=-4.48, Synergy_ZIP=2.10, Synergy_Bliss=-0.497, Synergy_Loewe=-4.96, Synergy_HSA=-4.25. (3) Drug 1: CC1=CC2C(CCC3(C2CCC3(C(=O)C)OC(=O)C)C)C4(C1=CC(=O)CC4)C. Drug 2: C1=CC(=CC=C1C#N)C(C2=CC=C(C=C2)C#N)N3C=NC=N3. Cell line: CCRF-CEM. Synergy scores: CSS=6.87, Synergy_ZIP=-0.743, Synergy_Bliss=4.38, Synergy_Loewe=5.75, Synergy_HSA=4.31.